This data is from Forward reaction prediction with 1.9M reactions from USPTO patents (1976-2016). The task is: Predict the product of the given reaction. (1) Given the reactants C([O:3][C:4](=[O:20])[C@@H:5]([O:18][CH3:19])[CH2:6][C:7]1[CH:12]=[CH:11][C:10]([O:13][CH2:14][C:15]([OH:17])=O)=[CH:9][CH:8]=1)C.[CH3:21][N:22]([C:27]1[CH:32]=[CH:31][CH:30]=[CH:29][CH:28]=1)[CH2:23][CH2:24][CH2:25][NH2:26].C(O[C@@H](CC1C=CC(O[C@@H](C(=O)NCCC2C=CC(OC3C=CC=CC=3)=CC=2)C)=CC=1)C(O)=O)C, predict the reaction product. The product is: [CH3:19][O:18][C@@H:5]([CH2:6][C:7]1[CH:8]=[CH:9][C:10]([O:13][CH2:14][C:15](=[O:17])[NH:26][CH2:25][CH2:24][CH2:23][N:22]([CH3:21])[C:27]2[CH:32]=[CH:31][CH:30]=[CH:29][CH:28]=2)=[CH:11][CH:12]=1)[C:4]([OH:3])=[O:20]. (2) Given the reactants [Cl:1][C:2]1[CH:3]=[C:4]([CH:9]=[CH:10][C:11]=1[N:12]([CH3:31])[C:13]([C:15]1[S:30][C:18]2[C:19]3[CH:27]=[CH:26][C:25]([C:28]#[N:29])=[CH:24][C:20]=3[O:21][CH2:22][CH2:23][C:17]=2[CH:16]=1)=[O:14])[C:5]([O:7]C)=O.[OH-].[Li+].CN.[CH3:36][N:37](C(ON1N=NC2C=CC=CC1=2)=[N+](C)C)C.F[P-](F)(F)(F)(F)F.CCN(C(C)C)C(C)C, predict the reaction product. The product is: [Cl:1][C:2]1[CH:3]=[C:4]([C:5](=[O:7])[NH:37][CH3:36])[CH:9]=[CH:10][C:11]=1[N:12]([CH3:31])[C:13]([C:15]1[S:30][C:18]2[C:19]3[CH:27]=[CH:26][C:25]([C:28]#[N:29])=[CH:24][C:20]=3[O:21][CH2:22][CH2:23][C:17]=2[CH:16]=1)=[O:14]. (3) Given the reactants [CH3:1][O:2][C:3]1[CH:9]=[CH:8][C:6]([NH2:7])=[CH:5][CH:4]=1.C(N(CC)CC)C.[Cl-].ClC1N(C)CC[NH+]1C.[CH3:26][O:27][C:28]1[C:29](=[O:50])[C:30]([CH3:49])=[C:31]([CH2:37][C:38]2[CH:39]=[CH:40][C:41]([O:47][CH3:48])=[C:42]([CH:46]=2)[C:43](O)=[O:44])[C:32](=[O:36])[C:33]=1[O:34][CH3:35], predict the reaction product. The product is: [CH3:26][O:27][C:28]1[C:29](=[O:50])[C:30]([CH3:49])=[C:31]([CH2:37][C:38]2[CH:39]=[CH:40][C:41]([O:47][CH3:48])=[C:42]([CH:46]=2)[C:43]([NH:7][C:6]2[CH:8]=[CH:9][C:3]([O:2][CH3:1])=[CH:4][CH:5]=2)=[O:44])[C:32](=[O:36])[C:33]=1[O:34][CH3:35]. (4) Given the reactants [CH3:1][C:2]1([CH3:19])[C:6]([CH3:8])([CH3:7])[O:5][B:4]([C:9]2[CH:14]=[CH:13][C:12]([CH2:15][C:16](O)=[O:17])=[CH:11][CH:10]=2)[O:3]1.[F:20][C:21]([F:32])([F:31])[C:22]1([C:25]2[O:29][N:28]=[C:27]([NH2:30])[CH:26]=2)[CH2:24][CH2:23]1.CN(C(ON1N=NC2C=CC=NC1=2)=[N+](C)C)C.F[P-](F)(F)(F)(F)F.ON1C2N=CC=CC=2N=N1.CCN(C(C)C)C(C)C, predict the reaction product. The product is: [CH3:7][C:6]1([CH3:8])[C:2]([CH3:1])([CH3:19])[O:3][B:4]([C:9]2[CH:10]=[CH:11][C:12]([CH2:15][C:16]([NH:30][C:27]3[CH:26]=[C:25]([C:22]4([C:21]([F:31])([F:20])[F:32])[CH2:24][CH2:23]4)[O:29][N:28]=3)=[O:17])=[CH:13][CH:14]=2)[O:5]1. (5) Given the reactants O[C:2]1[CH:11]=[CH:10][C:9]2[C:4](=[CH:5][CH:6]=[CH:7][CH:8]=2)[C:3]=1[CH:12]=O.[NH2:14][C:15]1[CH:20]=[CH:19][CH:18]=[CH:17][C:16]=1[C:21]1[CH:26]=[CH:25][CH:24]=[CH:23][CH:22]=1.C([OH:29])C, predict the reaction product. The product is: [OH:29][C:16]1([C:21]2[CH:22]=[CH:23][CH:24]=[CH:25][CH:26]=2)[CH:17]=[CH:18][CH:19]=[CH:20][CH:15]1[N:14]=[CH:12][C:3]1[C:4]2[C:9](=[CH:8][CH:7]=[CH:6][CH:5]=2)[CH:10]=[CH:11][CH:2]=1. (6) Given the reactants [F:1][C:2]1[CH:3]=[C:4]([C@H:8]2[CH2:12][CH2:11][CH2:10][N:9]2[C:13]2[CH:18]=[CH:17][N:16]3[N:19]=[CH:20][C:21]([C:22](O)=[O:23])=[C:15]3[N:14]=2)[CH:5]=[N:6][CH:7]=1.CN(C(ON1N=NC2[CH:36]=[CH:37][CH:38]=[N:39]C1=2)=[N+](C)C)C.F[P-](F)(F)(F)(F)F.C1(N)CC1.C(N(C(C)C)CC)(C)C, predict the reaction product. The product is: [CH:38]1([NH:39][C:22]([C:21]2[CH:20]=[N:19][N:16]3[CH:17]=[CH:18][C:13]([N:9]4[CH2:10][CH2:11][CH2:12][C@@H:8]4[C:4]4[CH:5]=[N:6][CH:7]=[C:2]([F:1])[CH:3]=4)=[N:14][C:15]=23)=[O:23])[CH2:36][CH2:37]1. (7) Given the reactants CO[C:3]1[CH:8]=[C:7](C)[C:6]([S:10]([N:13]2[CH2:18][CH2:17][CH2:16][CH2:15][C@H:14]2[CH2:19][O:20][CH2:21][C:22]([OH:24])=[O:23])(=[O:12])=[O:11])=[C:5]([CH3:25])[CH:4]=1.[Cl:26]C1C=CC=C(C)C=1S(Cl)(=O)=O, predict the reaction product. The product is: [Cl:26][C:7]1[CH:8]=[CH:3][CH:4]=[C:5]([CH3:25])[C:6]=1[S:10]([N:13]1[CH2:18][CH2:17][CH2:16][CH2:15][C@H:14]1[CH2:19][O:20][CH2:21][C:22]([OH:24])=[O:23])(=[O:12])=[O:11].